Task: Predict the reactants needed to synthesize the given product.. Dataset: Full USPTO retrosynthesis dataset with 1.9M reactions from patents (1976-2016) (1) The reactants are: [CH:1]1([CH2:4][O:5][C:6]2[CH:31]=[CH:30][C:9]([CH2:10][N:11]3[CH2:20][CH2:19][C:18]4[C:13](=[CH:14][CH:15]=[C:16](OS(C(F)(F)F)(=O)=O)[CH:17]=4)[C:12]3=[O:29])=[CH:8][CH:7]=2)[CH2:3][CH2:2]1.C1(P(C2C=CC=CC=2)CCCP(C2C=CC=CC=2)C2C=CC=CC=2)C=CC=CC=1.[CH:61]([O:63]CCCC)=[CH2:62].Cl.C(=O)(O)[O-].[Na+]. Given the product [C:61]([C:16]1[CH:17]=[C:18]2[C:13](=[CH:14][CH:15]=1)[C:12](=[O:29])[N:11]([CH2:10][C:9]1[CH:8]=[CH:7][C:6]([O:5][CH2:4][CH:1]3[CH2:2][CH2:3]3)=[CH:31][CH:30]=1)[CH2:20][CH2:19]2)(=[O:63])[CH3:62], predict the reactants needed to synthesize it. (2) Given the product [CH3:1][C:2]1[C:3]([CH3:21])=[CH:4][C:5]2[N:14]([CH2:15][CH2:16][N:22]3[CH2:27][CH2:26][CH:25]([C:28]([OH:30])=[O:29])[CH2:24][CH2:23]3)[C:13]3[C:8]([C:9](=[O:19])[NH:10][C:11](=[O:18])[N:12]=3)=[N:7][C:6]=2[CH:20]=1, predict the reactants needed to synthesize it. The reactants are: [CH3:1][C:2]1[C:3]([CH3:21])=[CH:4][C:5]2[N:14]([CH2:15][CH:16]=O)[C:13]3[C:8]([C:9](=[O:19])[NH:10][C:11](=[O:18])[N:12]=3)=[N:7][C:6]=2[CH:20]=1.[NH:22]1[CH2:27][CH2:26][CH:25]([C:28]([OH:30])=[O:29])[CH2:24][CH2:23]1. (3) The reactants are: C[N:2](C)CC=C.O.[S:8]([C:12]1[CH:17]=[CH:16][C:15]([N:18]=[C:19]=[S:20])=[CH:14][CH:13]=1)([OH:11])(=[O:10])=[O:9].[Na:21]. Given the product [S:8]([C:12]1[CH:13]=[CH:14][C:15]([NH:18][C:19]([NH2:2])=[S:20])=[CH:16][CH:17]=1)([OH:11])(=[O:9])=[O:10].[Na:21], predict the reactants needed to synthesize it. (4) Given the product [OH:7][C:8]1[CH:9]=[C:10]([CH:13]=[CH:14][C:15]=1[O:16][CH3:17])[CH2:11][NH:5][CH2:4][C:3]([O:2][CH3:1])=[O:6], predict the reactants needed to synthesize it. The reactants are: [CH3:1][O:2][C:3](=[O:6])[CH2:4][NH2:5].[OH:7][C:8]1[CH:9]=[C:10]([CH:13]=[CH:14][C:15]=1[O:16][CH3:17])[CH:11]=O.